Task: Predict the reaction yield, written as a fraction of the theoretical maximum amount of product (1.0 means a 100% yield; for example, 0.34 means a 34% yield).. Dataset: Reaction yield outcomes from USPTO patents with 853,638 reactions (1) The reactants are C[O:2][C:3]([C:5]1[CH:6]=[CH:7][C:8]2[C@:14]3([CH2:22][C:23]4[CH:28]=[CH:27][CH:26]=[CH:25][CH:24]=4)[CH2:15][CH2:16][C@@:17]([CH2:20][CH3:21])([OH:19])[CH2:18][C@@H:13]3[CH2:12][CH2:11][CH2:10][C:9]=2[CH:29]=1)=[O:4].[Li+].[OH-]. The catalyst is O1CCOCC1.O. The product is [CH2:22]([C@@:14]12[CH2:15][CH2:16][C@@:17]([CH2:20][CH3:21])([OH:19])[CH2:18][C@@H:13]1[CH2:12][CH2:11][CH2:10][C:9]1[CH:29]=[C:5]([C:3]([OH:4])=[O:2])[CH:6]=[CH:7][C:8]2=1)[C:23]1[CH:24]=[CH:25][CH:26]=[CH:27][CH:28]=1. The yield is 0.980. (2) The reactants are [CH:1]1([N:7]2[C:12]([OH:13])=[C:11]([C:14]([NH:16][CH2:17][C:18]([O:20]CC)=[O:19])=[O:15])[C:10](=[O:23])[NH:9][C:8]2=[O:24])[CH2:6][CH2:5][CH2:4][CH2:3][CH2:2]1.C(=O)([O-])[O-].[K+].[K+].[CH3:31][O:32][C:33]1[CH:34]=[C:35]([CH:38]=[C:39]([O:41][CH3:42])[CH:40]=1)[CH2:36]Br.Cl. The catalyst is CC(N(C)C)=O. The product is [CH3:42][O:41][C:39]1[CH:38]=[C:35]([CH2:36][N:9]2[C:10](=[O:23])[C:11]([C:14]([NH:16][CH2:17][C:18]([OH:20])=[O:19])=[O:15])=[C:12]([OH:13])[N:7]([CH:1]3[CH2:2][CH2:3][CH2:4][CH2:5][CH2:6]3)[C:8]2=[O:24])[CH:34]=[C:33]([O:32][CH3:31])[CH:40]=1. The yield is 0.410. (3) The reactants are [CH2:1]([O:3][C@@H:4]1[CH2:8][N:7]([C:9](=[O:19])[C@H:10]([CH:16]([CH3:18])[CH3:17])[NH:11][C:12]([O:14][CH3:15])=[O:13])[C@H:6]([C:20]2[NH:24][C:23]3[C:25]4[C:30]([CH:31]=[CH:32][C:22]=3[N:21]=2)=[CH:29][C:28]2[C:33]3[C:38]([CH2:39][O:40][C:27]=2[CH:26]=4)=[CH:37][C:36]([C:41]2[NH:45][C:44]([C@@H:46]4[CH2:50][CH2:49][CH2:48][N:47]4C(OC(C)(C)C)=O)=[N:43][CH:42]=2)=[CH:35][CH:34]=3)[CH2:5]1)[CH3:2].Cl.[CH3:59][O:60][C:61]([NH:63][C@@H:64]([CH:68]([CH3:70])[CH3:69])[C:65](O)=[O:66])=[O:62].CN(C(ON1N=NC2C=CC=NC1=2)=[N+](C)C)C.F[P-](F)(F)(F)(F)F.CCN(C(C)C)C(C)C. The catalyst is C(Cl)Cl.CO.CN(C=O)C.[Li+].[OH-]. The product is [CH2:1]([O:3][C@@H:4]1[CH2:8][N:7]([C:9](=[O:19])[C@@H:10]([NH:11][C:12]([O:14][CH3:15])=[O:13])[CH:16]([CH3:18])[CH3:17])[C@H:6]([C:20]2[NH:24][C:23]3[C:25]4[C:30]([CH:31]=[CH:32][C:22]=3[N:21]=2)=[CH:29][C:28]2[C:33]3[C:38]([CH2:39][O:40][C:27]=2[CH:26]=4)=[CH:37][C:36]([C:41]2[NH:45][C:44]([C@@H:46]4[CH2:50][CH2:49][CH2:48][N:47]4[C:65](=[O:66])[C@@H:64]([NH:63][C:61](=[O:62])[O:60][CH3:59])[CH:68]([CH3:70])[CH3:69])=[N:43][CH:42]=2)=[CH:35][CH:34]=3)[CH2:5]1)[CH3:2]. The yield is 0.170.